Dataset: NCI-60 drug combinations with 297,098 pairs across 59 cell lines. Task: Regression. Given two drug SMILES strings and cell line genomic features, predict the synergy score measuring deviation from expected non-interaction effect. (1) Drug 2: C#CCC(CC1=CN=C2C(=N1)C(=NC(=N2)N)N)C3=CC=C(C=C3)C(=O)NC(CCC(=O)O)C(=O)O. Cell line: U251. Drug 1: CN(C)C1=NC(=NC(=N1)N(C)C)N(C)C. Synergy scores: CSS=-4.68, Synergy_ZIP=-0.938, Synergy_Bliss=-5.91, Synergy_Loewe=-14.4, Synergy_HSA=-8.34. (2) Drug 1: C1=CN(C=N1)CC(O)(P(=O)(O)O)P(=O)(O)O. Drug 2: COC1=C2C(=CC3=C1OC=C3)C=CC(=O)O2. Cell line: EKVX. Synergy scores: CSS=5.40, Synergy_ZIP=5.05, Synergy_Bliss=0.323, Synergy_Loewe=3.53, Synergy_HSA=2.01. (3) Drug 2: CC(C)NC(=O)C1=CC=C(C=C1)CNNC.Cl. Synergy scores: CSS=0.413, Synergy_ZIP=-0.691, Synergy_Bliss=6.25, Synergy_Loewe=-1.58, Synergy_HSA=-0.279. Cell line: M14. Drug 1: C1=CC=C(C=C1)NC(=O)CCCCCCC(=O)NO. (4) Drug 1: C1=NC2=C(N1)C(=S)N=CN2. Drug 2: C(CCl)NC(=O)N(CCCl)N=O. Cell line: CCRF-CEM. Synergy scores: CSS=51.9, Synergy_ZIP=-0.765, Synergy_Bliss=0.437, Synergy_Loewe=-31.8, Synergy_HSA=-5.20. (5) Drug 1: COC1=CC(=CC(=C1O)OC)C2C3C(COC3=O)C(C4=CC5=C(C=C24)OCO5)OC6C(C(C7C(O6)COC(O7)C8=CC=CS8)O)O. Drug 2: CCN(CC)CCCC(C)NC1=C2C=C(C=CC2=NC3=C1C=CC(=C3)Cl)OC. Cell line: COLO 205. Synergy scores: CSS=65.6, Synergy_ZIP=1.73, Synergy_Bliss=1.70, Synergy_Loewe=5.49, Synergy_HSA=8.43.